Dataset: Forward reaction prediction with 1.9M reactions from USPTO patents (1976-2016). Task: Predict the product of the given reaction. (1) Given the reactants [CH2:1](Br)[C:2]1[CH:7]=[CH:6][CH:5]=[CH:4][CH:3]=1.[CH2:9]([O:11][C:12](=[O:25])[NH:13][C:14]1[CH:19]=[C:18]([Cl:20])[N:17]=[C:16]([Cl:21])[C:15]=1[N+:22]([O-:24])=[O:23])[CH3:10].C(=O)([O-])[O-].[K+].[K+], predict the reaction product. The product is: [CH2:9]([O:11][C:12](=[O:25])[N:13]([CH2:1][C:2]1[CH:7]=[CH:6][CH:5]=[CH:4][CH:3]=1)[C:14]1[CH:19]=[C:18]([Cl:20])[N:17]=[C:16]([Cl:21])[C:15]=1[N+:22]([O-:24])=[O:23])[CH3:10]. (2) Given the reactants [CH2:1]([C:5]1([N:24]([CH3:26])[CH3:25])[CH2:10][CH2:9][CH:8]([C:11]2[NH:12][C:13]3[C:18]([C:19]=2[CH2:20][CH2:21][CH2:22][OH:23])=[CH:17][CH:16]=[CH:15][CH:14]=3)[CH2:7][CH2:6]1)[CH2:2][CH2:3][CH3:4].[Si]([Cl:31])(C)(C)C, predict the reaction product. The product is: [ClH:31].[CH2:1]([C:5]1([N:24]([CH3:26])[CH3:25])[CH2:6][CH2:7][CH:8]([C:11]2[NH:12][C:13]3[C:18]([C:19]=2[CH2:20][CH2:21][CH2:22][OH:23])=[CH:17][CH:16]=[CH:15][CH:14]=3)[CH2:9][CH2:10]1)[CH2:2][CH2:3][CH3:4]. (3) Given the reactants [Cl:1][C:2]1[CH:7]=[C:6]([Cl:8])[CH:5]=[CH:4][C:3]=1[CH2:9][CH2:10][CH2:11][O:12][C:13]1[C:14]2[N:15]([CH:19]=[C:20]([CH3:22])[N:21]=2)[CH:16]=[CH:17][CH:18]=1.Cl.[CH3:24][NH:25][CH3:26].C=O, predict the reaction product. The product is: [Cl:1][C:2]1[CH:7]=[C:6]([Cl:8])[CH:5]=[CH:4][C:3]=1[CH2:9][CH2:10][CH2:11][O:12][C:13]1[C:14]2[N:15]([C:19]([CH2:24][NH:25][CH3:26])=[C:20]([CH3:22])[N:21]=2)[CH:16]=[CH:17][CH:18]=1. (4) Given the reactants [CH3:1][C:2]1[CH:7]=[CH:6][C:5]([C:8]2[N:13]3[CH:14]=[CH:15][N:16]=[C:12]3[C:11]([CH:17]=C)=[N:10][C:9]=2[C:19]2[CH:26]=[CH:25][C:22]([C:23]#[N:24])=[CH:21][CH:20]=2)=[CH:4][CH:3]=1.I([O-])(=O)(=O)=[O:28].[Na+], predict the reaction product. The product is: [CH:17]([C:11]1[C:12]2[N:13]([CH:14]=[CH:15][N:16]=2)[C:8]([C:5]2[CH:6]=[CH:7][C:2]([CH3:1])=[CH:3][CH:4]=2)=[C:9]([C:19]2[CH:20]=[CH:21][C:22]([C:23]#[N:24])=[CH:25][CH:26]=2)[N:10]=1)=[O:28]. (5) Given the reactants [NH2:1][C:2]([C:4]1[CH:5]=[C:6](Br)[CH:7]=[C:8]2[C:12]=1[NH:11][N:10]=[C:9]2[CH:13]1[CH2:18][CH2:17][N:16]([C:19]([O:21][C:22]([CH3:25])([CH3:24])[CH3:23])=[O:20])[CH2:15][CH2:14]1)=[O:3].[S:27]1[CH:31]=[CH:30][CH:29]=[C:28]1B(O)O.C(=O)([O-])[O-].[K+].[K+], predict the reaction product. The product is: [NH2:1][C:2]([C:4]1[CH:5]=[C:6]([C:28]2[S:27][CH:31]=[CH:30][CH:29]=2)[CH:7]=[C:8]2[C:12]=1[NH:11][N:10]=[C:9]2[CH:13]1[CH2:18][CH2:17][N:16]([C:19]([O:21][C:22]([CH3:25])([CH3:24])[CH3:23])=[O:20])[CH2:15][CH2:14]1)=[O:3]. (6) Given the reactants N[C:2]1[CH:3]=[CH:4][C:5]([C:8]#[N:9])=[N:6][CH:7]=1.N1C=CC=CC=1.[FH:16].N([O-])=O.[Na+].[OH-].[Na+], predict the reaction product. The product is: [F:16][C:2]1[CH:3]=[CH:4][C:5]([C:8]#[N:9])=[N:6][CH:7]=1. (7) The product is: [ClH:11].[Cl:11][C:4]1[CH:3]=[C:2]([NH:1][NH2:12])[CH:10]=[CH:9][C:5]=1[C:6]([OH:8])=[O:7]. Given the reactants [NH2:1][C:2]1[CH:10]=[CH:9][C:5]([C:6]([OH:8])=[O:7])=[C:4]([Cl:11])[CH:3]=1.[N:12]([O-])=O.[Na+].[Sn](Cl)Cl, predict the reaction product. (8) Given the reactants [H-].[H-].[H-].[H-].[Li+].[Al+3].[C:7]1([CH2:13][CH2:14][CH:15]2[N:20]3[CH2:21][CH2:22][CH:17]([C:18](=[O:23])[CH2:19]3)[CH2:16]2)[CH:12]=[CH:11][CH:10]=[CH:9][CH:8]=1, predict the reaction product. The product is: [C:7]1([CH2:13][CH2:14][CH:15]2[N:20]3[CH2:21][CH2:22][CH:17]([CH:18]([OH:23])[CH2:19]3)[CH2:16]2)[CH:12]=[CH:11][CH:10]=[CH:9][CH:8]=1. (9) Given the reactants [CH2:1]([O:3][C:4](=[O:34])[CH2:5][CH2:6][C:7]1[CH:12]=[CH:11][C:10]([O:13][C:14]2[CH:19]=[C:18]([CH3:20])[CH:17]=[C:16]([O:21][C:22]3[CH:27]=[CH:26][C:25]([C:28]([F:31])([F:30])[F:29])=[CH:24][C:23]=3Br)[CH:15]=2)=[CH:9][C:8]=1[CH3:33])[CH3:2].[C:35]1([OH:41])[CH:40]=[CH:39][CH:38]=[CH:37][CH:36]=1.C(=O)([O-])[O-].[Cs+].[Cs+].CC(C)(C(=O)CC(=O)C(C)(C)C)C, predict the reaction product. The product is: [CH2:1]([O:3][C:4](=[O:34])[CH2:5][CH2:6][C:7]1[CH:12]=[CH:11][C:10]([O:13][C:14]2[CH:15]=[C:16]([O:21][C:22]3[CH:27]=[CH:26][C:25]([C:28]([F:31])([F:30])[F:29])=[CH:24][C:23]=3[O:41][C:35]3[CH:40]=[CH:39][CH:38]=[CH:37][CH:36]=3)[CH:17]=[C:18]([CH3:20])[CH:19]=2)=[CH:9][C:8]=1[CH3:33])[CH3:2].